From a dataset of Peptide-MHC class I binding affinity with 185,985 pairs from IEDB/IMGT. Regression. Given a peptide amino acid sequence and an MHC pseudo amino acid sequence, predict their binding affinity value. This is MHC class I binding data. (1) The peptide sequence is VSTCITSMAE. The MHC is H-2-Kb with pseudo-sequence H-2-Kb. The binding affinity (normalized) is 0. (2) The peptide sequence is RSFAERLDR. The MHC is HLA-B35:01 with pseudo-sequence HLA-B35:01. The binding affinity (normalized) is 0.0847. (3) The peptide sequence is YKLDISEAT. The MHC is HLA-A02:01 with pseudo-sequence HLA-A02:01. The binding affinity (normalized) is 0. (4) The peptide sequence is RRRPVTRPL. The MHC is HLA-C04:01 with pseudo-sequence HLA-C04:01. The binding affinity (normalized) is 0.213.